Dataset: Reaction yield outcomes from USPTO patents with 853,638 reactions. Task: Predict the reaction yield, written as a fraction of the theoretical maximum amount of product (1.0 means a 100% yield; for example, 0.34 means a 34% yield). (1) The reactants are [NH2:1][C:2]1[N:6]([C:7]2[CH:8]=[C:9]([CH:16]=[CH:17][C:18]=2[CH3:19])[C:10]([NH:12][CH:13]2[CH2:15][CH2:14]2)=[O:11])[CH:5]=[N:4][C:3]=1[C:20]#[N:21].[CH:22]1([Mg]Br)[CH2:27][CH2:26][CH2:25][CH2:24][CH2:23]1.C1C[O:33][CH2:32]C1. The catalyst is C(OCC)(=O)C.O. The product is [CH:22]1([C:20]2[N:21]=[C:32]([OH:33])[N:1]=[C:2]3[C:3]=2[N:4]=[CH:5][N:6]3[C:7]2[CH:8]=[C:9]([CH:16]=[CH:17][C:18]=2[CH3:19])[C:10]([NH:12][CH:13]2[CH2:14][CH2:15]2)=[O:11])[CH2:27][CH2:26][CH2:25][CH2:24][CH2:23]1. The yield is 0.570. (2) The yield is 0.890. The catalyst is [NH4+].[Cl-]. The product is [CH3:10][C:11]([CH3:14])([CH3:13])[CH2:12][CH:6]([C:5]1[CH:8]=[CH:9][C:2]([CH3:1])=[CH:3][CH:4]=1)[OH:7]. The reactants are [CH3:1][C:2]1[CH:9]=[CH:8][C:5]([CH:6]=[O:7])=[CH:4][CH:3]=1.[CH2:10]([Mg]Cl)[C:11]([CH3:14])([CH3:13])[CH3:12]. (3) The reactants are [I:1]Cl.[Cl:3][C:4]1[CH:10]=[CH:9][C:7]([NH2:8])=[CH:6][C:5]=1[F:11]. The catalyst is CO. The product is [Cl:3][C:4]1[C:5]([F:11])=[CH:6][C:7]([NH2:8])=[C:9]([I:1])[CH:10]=1. The yield is 0.670. (4) The reactants are [Na].Cl[Si](C)(C)C.[C:7]([O:26]C)(=O)[CH2:8][CH2:9][CH2:10][CH2:11][CH2:12][CH2:13][CH2:14]/[CH:15]=[CH:16]\[CH2:17]/[CH:18]=[CH:19]\[CH2:20][CH2:21][CH2:22][CH2:23][CH3:24]. No catalyst specified. The product is [OH:26][CH:7]([CH2:8][CH2:9][CH2:10][CH2:11][CH2:12][CH2:13][CH2:14]/[CH:15]=[CH:16]\[CH2:17]/[CH:18]=[CH:19]\[CH2:20][CH2:21][CH2:22][CH2:23][CH3:24])[C:7](=[O:26])[CH2:8][CH2:9][CH2:10][CH2:11][CH2:12][CH2:13][CH2:14]/[CH:15]=[CH:16]\[CH2:17]/[CH:18]=[CH:19]\[CH2:20][CH2:21][CH2:22][CH2:23][CH3:24]. The yield is 0.560. (5) No catalyst specified. The product is [OH:4][CH:3]([CH3:5])[CH2:2][C:1]([O:7][CH2:8][C:9]1[CH:14]=[CH:13][CH:12]=[CH:11][CH:10]=1)=[O:6]. The yield is 0.480. The reactants are [C:1]([O:7][CH2:8][C:9]1[CH:14]=[CH:13][CH:12]=[CH:11][CH:10]=1)(=[O:6])[CH2:2][C:3]([CH3:5])=[O:4].C(OCC)(=O)CC(C)=O. (6) The reactants are [O:1]1[C:5]2([CH2:10][CH2:9][N:8]([C:11]3[CH:16]=[CH:15][C:14]([N:17]4[CH2:21][C@H:20]([CH2:22][NH2:23])[O:19][C:18]4=[O:24])=[CH:13][C:12]=3[F:25])[CH2:7][CH2:6]2)[O:4][CH2:3][CH2:2]1.[Cl:26][CH:27]([Cl:31])[C:28](O)=[O:29].C1(N=C=NC2CCCCC2)CCCCC1. The catalyst is ClCCl. The product is [O:1]1[C:5]2([CH2:6][CH2:7][N:8]([C:11]3[CH:16]=[CH:15][C:14]([N:17]4[CH2:21][C@H:20]([CH2:22][NH:23][C:28](=[O:29])[CH:27]([Cl:31])[Cl:26])[O:19][C:18]4=[O:24])=[CH:13][C:12]=3[F:25])[CH2:9][CH2:10]2)[O:4][CH2:3][CH2:2]1. The yield is 0.520.